This data is from Forward reaction prediction with 1.9M reactions from USPTO patents (1976-2016). The task is: Predict the product of the given reaction. The product is: [NH:8]1[CH2:9][CH2:10][CH:11]([N:14]2[C:23](=[O:24])[C:22]3[C:17](=[CH:18][CH:19]=[CH:20][CH:21]=3)[NH:16][C:15]2=[O:25])[CH2:12][CH2:13]1. Given the reactants C1(C[N:8]2[CH2:13][CH2:12][CH:11]([N:14]3[C:23](=[O:24])[C:22]4[C:17](=[CH:18][CH:19]=[CH:20][CH:21]=4)[NH:16][C:15]3=[O:25])[CH2:10][CH2:9]2)C=CC=CC=1.[K+].[Br-], predict the reaction product.